From a dataset of Catalyst prediction with 721,799 reactions and 888 catalyst types from USPTO. Predict which catalyst facilitates the given reaction. (1) Reactant: [CH3:1][C:2]1[C:7]([O:8][CH3:9])=[C:6]([CH3:10])[C:5]([CH2:11][S:12]([C:14]2[N-:18][C:17]3[CH:19]=[CH:20][C:21]([O:23][CH3:24])=[CH:22][C:16]=3[N:15]=2)=[O:13])=[N:4][CH:3]=1.[CH3:25][C:26]1[C:31]([O:32][CH3:33])=[C:30]([CH3:34])[C:29]([CH2:35][S:36]([C:38]2[N-:42][C:41]3[CH:43]=[CH:44][C:45]([O:47][CH3:48])=[CH:46][C:40]=3[N:39]=2)=[O:37])=[N:28][CH:27]=1.O.O.O.[Mg+2:52]. Product: [CH3:1][C:2]1[CH:3]=[N:4][C:5]([CH2:11][S+:12]([O-:13])[C:14]2[N-:18][C:17]3[CH:19]=[CH:20][C:21]([O:23][CH3:24])=[CH:22][C:16]=3[N:15]=2)=[C:6]([CH3:10])[C:7]=1[O:8][CH3:9].[CH3:25][C:26]1[CH:27]=[N:28][C:29]([CH2:35][S+:36]([O-:37])[C:38]2[N-:42][C:41]3[CH:43]=[CH:44][C:45]([O:47][CH3:48])=[CH:46][C:40]=3[N:39]=2)=[C:30]([CH3:34])[C:31]=1[O:32][CH3:33].[Mg+2:52]. The catalyst class is: 429. (2) Reactant: [O:1]1[CH2:6][CH2:5][CH:4]([S:7](Cl)(=[O:9])=[O:8])[CH2:3][CH2:2]1.[NH2:11][C:12]1[C:21]([C:22]([NH:24][C:25]2[CH:26]=[N:27][CH:28]=[C:29]([F:37])[C:30]=2[N:31]2[CH2:36][CH2:35][NH:34][CH2:33][CH2:32]2)=[O:23])=[C:15]2[N:16]=[CH:17][C:18]([F:20])=[CH:19][N:14]2[N:13]=1.CCN(CC)CC. Product: [NH2:11][C:12]1[C:21]([C:22]([NH:24][C:25]2[CH:26]=[N:27][CH:28]=[C:29]([F:37])[C:30]=2[N:31]2[CH2:36][CH2:35][N:34]([S:7]([CH:4]3[CH2:5][CH2:6][O:1][CH2:2][CH2:3]3)(=[O:9])=[O:8])[CH2:33][CH2:32]2)=[O:23])=[C:15]2[N:16]=[CH:17][C:18]([F:20])=[CH:19][N:14]2[N:13]=1. The catalyst class is: 3. (3) Reactant: [CH:1]1[C:13]2[NH:12][C:11]3[C:6](=[CH:7][CH:8]=[CH:9][CH:10]=3)[C:5]=2[CH:4]=[C:3]([C:14]#[N:15])[CH:2]=1.[Br:16]N1C(=O)CCC1=O.CCOC(C)=O. Product: [Br:16][C:8]1[CH:7]=[C:6]2[C:11](=[CH:10][CH:9]=1)[NH:12][C:13]1[CH:1]=[CH:2][C:3]([C:14]#[N:15])=[CH:4][C:5]2=1. The catalyst class is: 11. (4) Reactant: [CH2:1]([O:8][C:9]1[N:14]=[C:13]([O:15][C@H:16]2[CH2:20][N:19]([C:21]([O:23][C:24]([CH3:27])([CH3:26])[CH3:25])=[O:22])[C@H:18]([C:28]([OH:30])=[O:29])[CH2:17]2)[CH:12]=[CH:11][CH:10]=1)[C:2]1[CH:7]=[CH:6][CH:5]=[CH:4][CH:3]=1.CO.[CH3:33][Si](C=[N+]=[N-])(C)C.C(OCC)C. Product: [CH2:1]([O:8][C:9]1[N:14]=[C:13]([O:15][C@H:16]2[CH2:20][N:19]([C:21]([O:23][C:24]([CH3:26])([CH3:27])[CH3:25])=[O:22])[C@H:18]([C:28]([O:30][CH3:33])=[O:29])[CH2:17]2)[CH:12]=[CH:11][CH:10]=1)[C:2]1[CH:3]=[CH:4][CH:5]=[CH:6][CH:7]=1. The catalyst class is: 4. (5) Reactant: C(OC([C:8]1[C:13]([C:14]([OH:16])=[O:15])=[C:12]([NH2:17])[C:11](Cl)=[N:10][CH:9]=1)=O)(C)(C)C.[ClH:19]. Product: [NH2:17][C:12]1[C:13]([C:14]([OH:16])=[O:15])=[CH:8][C:9]([Cl:19])=[N:10][CH:11]=1. The catalyst class is: 71. (6) Reactant: [Cl:1][C:2]1[C:3]([F:31])=[C:4]([C@@H:8]2[C@:12]([C:15]3[CH:20]=[CH:19][C:18]([Cl:21])=[CH:17][C:16]=3[F:22])([C:13]#[N:14])[C@H:11]([CH2:23][C:24]([CH3:27])([CH3:26])[CH3:25])[NH:10][C@H:9]2[C:28](O)=[O:29])[CH:5]=[CH:6][CH:7]=1.[NH2:32][CH2:33][C:34]1[CH:35]=[CH:36][C:37]([C:40]([O:42][CH3:43])=[O:41])=[N:38][CH:39]=1.CCN(C(C)C)C(C)C.C1C=CC2N(O)N=NC=2C=1.CN(C(ON1N=NC2C=CC=CC1=2)=[N+](C)C)C.F[P-](F)(F)(F)(F)F. Product: [CH3:43][O:42][C:40]([C:37]1[CH:36]=[CH:35][C:34]([CH2:33][NH:32][C:28]([C@H:9]2[C@H:8]([C:4]3[CH:5]=[CH:6][CH:7]=[C:2]([Cl:1])[C:3]=3[F:31])[C@:12]([C:15]3[CH:20]=[CH:19][C:18]([Cl:21])=[CH:17][C:16]=3[F:22])([C:13]#[N:14])[C@H:11]([CH2:23][C:24]([CH3:26])([CH3:25])[CH3:27])[NH:10]2)=[O:29])=[CH:39][N:38]=1)=[O:41]. The catalyst class is: 9.